This data is from Forward reaction prediction with 1.9M reactions from USPTO patents (1976-2016). The task is: Predict the product of the given reaction. Given the reactants [CH3:1][S:2](Cl)(=[O:4])=[O:3].[OH:6][C@@H:7]([CH3:55])[CH2:8][O:9][C@H:10]1[C@H:15]([C:16]2[CH:21]=[CH:20][C:19]([O:22][CH2:23][CH2:24][CH2:25][O:26][CH3:27])=[CH:18][CH:17]=2)[C@@H:14]([O:28][CH2:29][C:30]2[CH:31]=[CH:32][C:33]3[O:38][CH2:37][CH2:36][N:35]([CH2:39][CH2:40][CH2:41][O:42][CH3:43])[C:34]=3[CH:44]=2)[CH2:13][N:12]([C:45]([O:47][CH2:48][C:49]2[CH:54]=[CH:53][CH:52]=[CH:51][CH:50]=2)=[O:46])[CH2:11]1.C(N(CC)CC)C, predict the reaction product. The product is: [CH3:1][S:2]([O:6][C@@H:7]([CH3:55])[CH2:8][O:9][C@H:10]1[C@H:15]([C:16]2[CH:21]=[CH:20][C:19]([O:22][CH2:23][CH2:24][CH2:25][O:26][CH3:27])=[CH:18][CH:17]=2)[C@@H:14]([O:28][CH2:29][C:30]2[CH:31]=[CH:32][C:33]3[O:38][CH2:37][CH2:36][N:35]([CH2:39][CH2:40][CH2:41][O:42][CH3:43])[C:34]=3[CH:44]=2)[CH2:13][N:12]([C:45]([O:47][CH2:48][C:49]2[CH:50]=[CH:51][CH:52]=[CH:53][CH:54]=2)=[O:46])[CH2:11]1)(=[O:4])=[O:3].